Dataset: Full USPTO retrosynthesis dataset with 1.9M reactions from patents (1976-2016). Task: Predict the reactants needed to synthesize the given product. (1) Given the product [Br:12][C:10]1[CH:9]=[CH:8][C:7]([F:13])=[C:6]([C@:2]([NH:1][CH2:18][C:17]2[CH:20]=[CH:21][C:22]([O:24][CH3:25])=[CH:23][C:16]=2[O:15][CH3:14])([CH3:5])[CH2:3][OH:4])[CH:11]=1, predict the reactants needed to synthesize it. The reactants are: [NH2:1][C@@:2]([C:6]1[CH:11]=[C:10]([Br:12])[CH:9]=[CH:8][C:7]=1[F:13])([CH3:5])[CH2:3][OH:4].[CH3:14][O:15][C:16]1[CH:23]=[C:22]([O:24][CH3:25])[CH:21]=[CH:20][C:17]=1[CH:18]=O.C(O[BH-](OC(=O)C)OC(=O)C)(=O)C.[Na+]. (2) Given the product [O:1]1[C:5]([C:6]2[CH:7]=[CH:8][C:9]([NH:12][N:13]=[CH:14][C:15]3[CH:20]=[CH:19][CH:18]=[CH:17][CH:16]=3)=[CH:10][CH:11]=2)=[CH:4][N:3]=[CH:2]1, predict the reactants needed to synthesize it. The reactants are: [O:1]1[C:5]([C:6]2[CH:11]=[CH:10][C:9]([NH:12][NH2:13])=[CH:8][CH:7]=2)=[CH:4][N:3]=[CH:2]1.[CH:14](=O)[C:15]1[CH:20]=[CH:19][CH:18]=[CH:17][CH:16]=1. (3) Given the product [CH2:33]([O:40][N:41]1[C:4](=[O:6])[CH:3]=[C:2]([OH:1])[C:9]([C:10]([O:12][CH2:13][CH3:14])=[O:11])=[CH:15]1)[C:34]1[CH:39]=[CH:38][CH:37]=[CH:36][CH:35]=1, predict the reactants needed to synthesize it. The reactants are: [O:1]=[C:2]([CH2:9][C:10]([O:12][CH2:13][CH3:14])=[O:11])[CH2:3][C:4]([O:6]CC)=O.[CH:15](OCC)(OCC)OCC.C(OC(=O)C)(=O)C.Cl.[CH2:33]([O:40][NH2:41])[C:34]1[CH:39]=[CH:38][CH:37]=[CH:36][CH:35]=1.C1CCN2C(=NCCC2)CC1.Cl. (4) Given the product [NH:17]([CH2:16][C:12]1[CH:13]=[CH:14][CH:15]=[C:6]([C:5]([OH:21])=[O:4])[C:7]=1[C:8]([OH:10])=[O:9])[C:18]([NH2:20])=[O:19], predict the reactants needed to synthesize it. The reactants are: [OH-].[Na+].C[O:4][C:5](=[O:21])[C:6]1[C:7](=[C:12]([CH2:16][NH:17][C:18]([NH2:20])=[O:19])[CH:13]=[CH:14][CH:15]=1)[C:8]([O:10]C)=[O:9]. (5) Given the product [CH3:2][C:3]1[C:4]([CH2:5][C:6]([O:29][CH3:28])=[O:7])=[C:11]([C:13]2[CH:18]=[CH:17][C:16]([CH3:19])=[CH:15][CH:14]=2)[C:3]2[C:4]3[CH2:9][CH2:8][O:7][CH2:6][C:5]=3[S:10][C:2]=2[N:1]=1, predict the reactants needed to synthesize it. The reactants are: [NH2:1][C:2]1[S:10][C:5]2[CH2:6][O:7][CH2:8][CH2:9][C:4]=2[C:3]=1[C:11]([C:13]1[CH:18]=[CH:17][C:16]([CH3:19])=[CH:15][CH:14]=1)=O.Cl[Si](C)(C)C.CN([CH:28]=[O:29])C. (6) Given the product [Br:42][CH2:6][CH2:7][O:8][Si:9]([C:12]([CH3:15])([CH3:14])[CH3:13])([CH3:11])[CH3:10], predict the reactants needed to synthesize it. The reactants are: C(OC(=O)C(C1C=CC(/C=C/C(=O)NC2C=CC=CC=2NC(OC(C)(C)C)=O)=CC=1)[CH2:6][CH2:7][O:8][Si:9]([C:12]([CH3:15])([CH3:14])[CH3:13])([CH3:11])[CH3:10])C.[Br:42]CCO.[Si](Cl)(C(C)(C)C)(C)C. (7) The reactants are: C(=O)([O-])[O-].[Cs+].[Cs+].[Cl:7][C:8]1[CH:9]=[C:10]([OH:15])[CH:11]=[C:12]([Cl:14])[CH:13]=1.Br[CH2:17][C:18](=[O:21])[CH2:19][CH3:20].O. Given the product [Cl:7][C:8]1[CH:9]=[C:10]([CH:11]=[C:12]([Cl:14])[CH:13]=1)[O:15][CH2:17][C:18](=[O:21])[CH2:19][CH3:20], predict the reactants needed to synthesize it. (8) Given the product [O:4]1[C:12]2[CH:11]=[CH:10][N:9]=[C:8]([N:13]3[CH2:18][CH2:17][N:16]([CH2:19][CH2:20][C@H:21]4[CH2:26][CH2:25][C@H:24]([NH:27][C:32](=[O:33])[CH2:31][C@@H:30]([OH:35])[C:29]([F:37])([F:36])[F:28])[CH2:23][CH2:22]4)[CH2:15][CH2:14]3)[C:7]=2[CH2:6][CH2:5]1, predict the reactants needed to synthesize it. The reactants are: Cl.Cl.Cl.[O:4]1[C:12]2[CH:11]=[CH:10][N:9]=[C:8]([N:13]3[CH2:18][CH2:17][N:16]([CH2:19][CH2:20][C@H:21]4[CH2:26][CH2:25][C@H:24]([NH2:27])[CH2:23][CH2:22]4)[CH2:15][CH2:14]3)[C:7]=2[CH2:6][CH2:5]1.[F:28][C:29]([F:37])([F:36])[C@H:30]([OH:35])[CH2:31][C:32](O)=[O:33].